Task: Regression. Given two drug SMILES strings and cell line genomic features, predict the synergy score measuring deviation from expected non-interaction effect.. Dataset: NCI-60 drug combinations with 297,098 pairs across 59 cell lines (1) Drug 1: CC1=C2C(C(=O)C3(C(CC4C(C3C(C(C2(C)C)(CC1OC(=O)C(C(C5=CC=CC=C5)NC(=O)OC(C)(C)C)O)O)OC(=O)C6=CC=CC=C6)(CO4)OC(=O)C)O)C)O. Synergy scores: CSS=15.1, Synergy_ZIP=-12.9, Synergy_Bliss=-11.9, Synergy_Loewe=-22.6, Synergy_HSA=-12.1. Cell line: NCI-H226. Drug 2: B(C(CC(C)C)NC(=O)C(CC1=CC=CC=C1)NC(=O)C2=NC=CN=C2)(O)O. (2) Drug 1: CCC1(CC2CC(C3=C(CCN(C2)C1)C4=CC=CC=C4N3)(C5=C(C=C6C(=C5)C78CCN9C7C(C=CC9)(C(C(C8N6C)(C(=O)OC)O)OC(=O)C)CC)OC)C(=O)OC)O.OS(=O)(=O)O. Drug 2: C(CCl)NC(=O)N(CCCl)N=O. Cell line: HOP-92. Synergy scores: CSS=7.24, Synergy_ZIP=-2.30, Synergy_Bliss=2.14, Synergy_Loewe=-0.107, Synergy_HSA=-0.0156. (3) Drug 1: C1=CN(C(=O)N=C1N)C2C(C(C(O2)CO)O)O.Cl. Drug 2: C1CN1C2=NC(=NC(=N2)N3CC3)N4CC4. Cell line: UACC62. Synergy scores: CSS=46.6, Synergy_ZIP=-11.0, Synergy_Bliss=-5.48, Synergy_Loewe=-2.32, Synergy_HSA=-0.113.